This data is from CYP2C9 inhibition data for predicting drug metabolism from PubChem BioAssay. The task is: Regression/Classification. Given a drug SMILES string, predict its absorption, distribution, metabolism, or excretion properties. Task type varies by dataset: regression for continuous measurements (e.g., permeability, clearance, half-life) or binary classification for categorical outcomes (e.g., BBB penetration, CYP inhibition). Dataset: cyp2c9_veith. The compound is CN(C)c1ncnc2c1ncn2CCn1cnc2c(N(C)C)ncnc21. The result is 0 (non-inhibitor).